This data is from Full USPTO retrosynthesis dataset with 1.9M reactions from patents (1976-2016). The task is: Predict the reactants needed to synthesize the given product. (1) Given the product [Cl:14][C:15]1[CH:16]=[C:17]([CH:21]=[C:22]([C:24]([F:25])([F:26])[F:27])[CH:23]=1)[C:18]([NH:10][NH:9][C:5]1[CH:6]=[C:7]([Cl:8])[C:2]([Cl:1])=[CH:3][C:4]=1[S:11][CH2:12][CH3:13])=[O:19], predict the reactants needed to synthesize it. The reactants are: [Cl:1][C:2]1[C:7]([Cl:8])=[CH:6][C:5]([NH:9][NH2:10])=[C:4]([S:11][CH2:12][CH3:13])[CH:3]=1.[Cl:14][C:15]1[CH:16]=[C:17]([CH:21]=[C:22]([C:24]([F:27])([F:26])[F:25])[CH:23]=1)[C:18](O)=[O:19]. (2) Given the product [CH3:20][N:17]1[CH2:18][CH2:19][N:15]([CH2:14][CH2:13][O:12][C:7]2[CH:8]=[C:9]3[C:4](=[CH:5][CH:6]=2)[CH:3]=[C:2]([C:46]2[C:54]4[C:49](=[CH:50][CH:51]=[C:52]([C:55]#[N:56])[CH:53]=4)[N:48]([CH:57]4[CH2:62][CH2:61][CH2:60][CH2:59][O:58]4)[N:47]=2)[CH:11]=[CH:10]3)[C:16]1=[O:21], predict the reactants needed to synthesize it. The reactants are: Br[C:2]1[CH:3]=[C:4]2[C:9](=[CH:10][CH:11]=1)[CH:8]=[C:7]([O:12][CH2:13][CH2:14][N:15]1[CH2:19][CH2:18][N:17]([CH3:20])[C:16]1=[O:21])[CH:6]=[CH:5]2.B1(B2OC(C)(C)C(C)(C)O2)OC(C)(C)C(C)(C)O1.C([O-])(=O)C.[K+].Br[C:46]1[C:54]2[C:49](=[CH:50][CH:51]=[C:52]([C:55]#[N:56])[CH:53]=2)[N:48]([CH:57]2[CH2:62][CH2:61][CH2:60][CH2:59][O:58]2)[N:47]=1.P([O-])([O-])([O-])=O.[K+].[K+].[K+]. (3) Given the product [CH3:10][C:9]1[O:8][N:7]=[C:6]([C:11]2[CH:16]=[CH:15][C:14]([O:17][C:18]([F:21])([F:19])[F:20])=[CH:13][CH:12]=2)[C:5]=1[C:3]([OH:4])=[O:2], predict the reactants needed to synthesize it. The reactants are: C[O:2][C:3]([C:5]1[C:6]([C:11]2[CH:16]=[CH:15][C:14]([O:17][C:18]([F:21])([F:20])[F:19])=[CH:13][CH:12]=2)=[N:7][O:8][C:9]=1[CH3:10])=[O:4].[OH-].[Na+].